Dataset: Catalyst prediction with 721,799 reactions and 888 catalyst types from USPTO. Task: Predict which catalyst facilitates the given reaction. (1) Reactant: [CH3:1][N:2]1[C:6]([C:7](=[O:24])[NH:8][C:9]2[CH:10]=[CH:11][C:12]3[N:13]([N:15]=[C:16]([C:18]4[CH:19]=[N:20][CH:21]=[CH:22][CH:23]=4)[N:17]=3)[CH:14]=2)=[C:5]([C:25]([O:27]CC)=[O:26])[CH:4]=[N:3]1.O.[OH-].[Li+].Cl. Product: [CH3:1][N:2]1[C:6]([C:7](=[O:24])[NH:8][C:9]2[CH:10]=[CH:11][C:12]3[N:13]([N:15]=[C:16]([C:18]4[CH:19]=[N:20][CH:21]=[CH:22][CH:23]=4)[N:17]=3)[CH:14]=2)=[C:5]([C:25]([OH:27])=[O:26])[CH:4]=[N:3]1. The catalyst class is: 24. (2) Reactant: [NH:1]1[CH2:6][CH2:5][CH:4]([CH2:7][C:8]([O:10][CH2:11][CH3:12])=[O:9])[CH2:3][CH2:2]1.[F:13][C:14]([F:29])([F:28])[C:15]1[CH:20]=[CH:19][C:18]([N:21]2[CH:25]=[CH:24][C:23]([CH:26]=O)=[CH:22]2)=[CH:17][CH:16]=1.C(O[BH-](OC(=O)C)OC(=O)C)(=O)C.[Na+]. Product: [CH2:11]([O:10][C:8](=[O:9])[CH2:7][CH:4]1[CH2:5][CH2:6][N:1]([CH2:26][C:23]2[CH:24]=[CH:25][N:21]([C:18]3[CH:19]=[CH:20][C:15]([C:14]([F:29])([F:13])[F:28])=[CH:16][CH:17]=3)[CH:22]=2)[CH2:2][CH2:3]1)[CH3:12]. The catalyst class is: 2. (3) Reactant: [CH2:1]([O:3][C:4]1[C:13]2[C:8](=[CH:9][CH:10]=[CH:11][CH:12]=2)[C:7]([O:14][CH2:15][CH3:16])=[C:6]2[C:17]([O:19][C:20](=O)[C:5]=12)=[O:18])[CH3:2].[NH2:22][C:23]1[CH:28]=[CH:27][C:26]([CH2:29][C:30]([O:32][CH2:33][CH3:34])=[O:31])=[CH:25][CH:24]=1.O. Product: [CH2:33]([O:32][C:30](=[O:31])[CH2:29][C:26]1[CH:25]=[CH:24][C:23]([N:22]2[C:20](=[O:19])[C:5]3[C:4]([O:3][CH2:1][CH3:2])=[C:13]4[CH:12]=[CH:11][CH:10]=[CH:9][C:8]4=[C:7]([O:14][CH2:15][CH3:16])[C:6]=3[C:17]2=[O:18])=[CH:28][CH:27]=1)[CH3:34]. The catalyst class is: 15. (4) Reactant: [CH3:1][C:2]1[CH:7]=[C:6]([Cl:8])[CH:5]=[CH:4][C:3]=1[O:9][CH2:10][C:11]([OH:13])=[O:12].[OH-].[K+:15]. Product: [CH3:1][C:2]1[CH:7]=[C:6]([Cl:8])[CH:5]=[CH:4][C:3]=1[O:9][CH2:10][C:11]([O-:13])=[O:12].[K+:15]. The catalyst class is: 6. (5) Reactant: C[Si]([N-:5][Si](C)(C)C)(C)C.[Li+].[I:11][C:12]1[CH:13]=[C:14]([CH:17]=[CH:18][C:19]=1[CH3:20])[C:15]#[N:16].O.Cl. Product: [I:11][C:12]1[CH:13]=[C:14]([C:15](=[NH:5])[NH2:16])[CH:17]=[CH:18][C:19]=1[CH3:20]. The catalyst class is: 7. (6) Reactant: C([N:4]1[C:12]2[C:7](=[CH:8][C:9]([N+:13]([O-:15])=[O:14])=[CH:10][CH:11]=2)[C:6](=[C:16](OCC)[C:17]2[CH:22]=[CH:21][CH:20]=[CH:19][CH:18]=2)[C:5]1=[O:26])(=O)C.[CH3:27][N:28]1[CH2:33][CH2:32][N:31]([CH2:34][C:35]([N:37]([C:39]2[CH:45]=[CH:44][C:42]([NH2:43])=[CH:41][CH:40]=2)[CH3:38])=[O:36])[CH2:30][CH2:29]1.[OH-].[Na+]. Product: [CH3:27][N:28]1[CH2:33][CH2:32][N:31]([CH2:34][C:35]([N:37]([C:39]2[CH:40]=[CH:41][C:42]([NH:43]/[C:16](=[C:6]3\[C:5](=[O:26])[NH:4][C:12]4[C:7]\3=[CH:8][C:9]([N+:13]([O-:15])=[O:14])=[CH:10][CH:11]=4)/[C:17]3[CH:22]=[CH:21][CH:20]=[CH:19][CH:18]=3)=[CH:44][CH:45]=2)[CH3:38])=[O:36])[CH2:30][CH2:29]1. The catalyst class is: 121. (7) Reactant: [CH2:1]([Li])[CH2:2][CH2:3][CH3:4].C([C@@H:10]([C:18]1[CH:23]=[CH:22][CH:21]=[CH:20][CH:19]=1)[O:11][CH2:12][CH2:13][CH2:14][CH2:15][CH2:16][CH3:17])CC#C.[CH2:24]([C:27]1[C:34]([O:35][CH2:36][C:37]2[CH:42]=[CH:41][C:40]([O:43][CH3:44])=[CH:39][CH:38]=2)=[CH:33][CH:32]=[CH:31][C:28]=1[CH:29]=[O:30])[CH:25]=[CH2:26].[Cl-].[NH4+]. Product: [CH2:24]([C:27]1[C:34]([O:35][CH2:36][C:37]2[CH:42]=[CH:41][C:40]([O:43][CH3:44])=[CH:39][CH:38]=2)=[CH:33][CH:32]=[CH:31][C:28]=1[C@@H:29]([OH:30])[C:1]#[C:2][CH2:3][CH2:4][CH:12]([O:11][CH2:10][C:18]1[CH:19]=[CH:20][CH:21]=[CH:22][CH:23]=1)[CH2:13][CH2:14][CH2:15][CH2:16][CH3:17])[CH:25]=[CH2:26]. The catalyst class is: 30. (8) Reactant: O[C:2]1[CH:9]=[CH:8][C:5]([CH2:6][OH:7])=[CH:4][CH:3]=1.[OH-:10].[Na+].Br[CH2:13][CH2:14][CH2:15][CH2:16][CH2:17][CH2:18][CH2:19][CH2:20][CH:21]=[CH2:22]. Product: [CH2:13]([O:7][CH:6]([OH:10])[C:5]1[CH:8]=[CH:9][CH:2]=[CH:3][CH:4]=1)[CH2:14][CH2:15][CH2:16][CH2:17][CH2:18][CH2:19][CH2:20][CH:21]=[CH2:22]. The catalyst class is: 8.